From a dataset of Catalyst prediction with 721,799 reactions and 888 catalyst types from USPTO. Predict which catalyst facilitates the given reaction. (1) Reactant: [NH2:1][C:2]1[S:3][C:4]2[C:10]([N+:11]([O-:13])=[O:12])=[C:9]([O:14][C:15]3[CH:16]=[C:17]([NH:21][C:22](=[O:27])[C:23]([F:26])([F:25])[F:24])[CH:18]=[CH:19][CH:20]=3)[CH:8]=[CH:7][C:5]=2[N:6]=1.N1C=CC=CC=1.[C:34](Cl)(=[O:36])[CH3:35]. Product: [C:34]([NH:1][C:2]1[S:3][C:4]2[C:10]([N+:11]([O-:13])=[O:12])=[C:9]([O:14][C:15]3[CH:16]=[C:17]([NH:21][C:22](=[O:27])[C:23]([F:26])([F:24])[F:25])[CH:18]=[CH:19][CH:20]=3)[CH:8]=[CH:7][C:5]=2[N:6]=1)(=[O:36])[CH3:35]. The catalyst class is: 54. (2) Reactant: [C@@H:1]12[CH2:7][N:6]([C:8]([O:10][C:11]([CH3:14])([CH3:13])[CH3:12])=[O:9])[C@@H:5]1[CH2:4][NH:3][CH2:2]2.Br[C:16]1[CH:17]=[C:18]([Cl:23])[C:19]([Cl:22])=[N:20][CH:21]=1.CC1(C)C2C(=C(P(C3C=CC=CC=3)C3C=CC=CC=3)C=CC=2)OC2C(P(C3C=CC=CC=3)C3C=CC=CC=3)=CC=CC1=2.CC(C)([O-])C.[Na+]. Product: [Cl:23][C:18]1[CH:17]=[C:16]([N:3]2[CH2:4][C@@H:5]3[C@@H:1]([CH2:7][N:6]3[C:8]([O:10][C:11]([CH3:14])([CH3:13])[CH3:12])=[O:9])[CH2:2]2)[CH:21]=[N:20][C:19]=1[Cl:22]. The catalyst class is: 101. (3) Reactant: [OH:1][C:2]1[C:15]2[C:14](=[O:16])[C:13]3[C:8](=[C:9]([N+:18]([O-:20])=[O:19])[CH:10]=[CH:11][C:12]=3[OH:17])[C:7](=[O:21])[C:6]=2[C:5]([NH:22][C:23]2[CH:28]=[CH:27][C:26]([OH:29])=[CH:25][CH:24]=2)=[CH:4][CH:3]=1.[C:30](O[C:30](=[O:34])[C:31]([CH3:33])=[CH2:32])(=[O:34])[C:31]([CH3:33])=[CH2:32].C(N(CC)CC)C.C(O)(=O)C. Product: [C:30]([O:29][C:26]1[CH:27]=[CH:28][C:23]([NH:22][C:5]2[C:6]3[C:7](=[O:21])[C:8]4[C:13](=[C:12]([OH:17])[CH:11]=[CH:10][C:9]=4[N+:18]([O-:20])=[O:19])[C:14](=[O:16])[C:15]=3[C:2]([OH:1])=[CH:3][CH:4]=2)=[CH:24][CH:25]=1)(=[O:34])[C:31]([CH3:33])=[CH2:32]. The catalyst class is: 7.